This data is from Reaction yield outcomes from USPTO patents with 853,638 reactions. The task is: Predict the reaction yield, written as a fraction of the theoretical maximum amount of product (1.0 means a 100% yield; for example, 0.34 means a 34% yield). (1) The reactants are [Br:1][C:2]1[CH:7]=[CH:6][CH:5]=[CH:4][C:3]=1[OH:8].[N+:9]([O-])([O-:11])=[O:10].[Na+]. The catalyst is S(=O)(=O)(O)O.O. The product is [Br:1][C:2]1[CH:7]=[CH:6][CH:5]=[C:4]([N+:9]([O-:11])=[O:10])[C:3]=1[OH:8]. The yield is 0.250. (2) The reactants are [Cl:1][C:2]1[CH:11]=[CH:10][C:9]2[NH:8][C:7](=[O:12])[C:6]3=[C:13]([CH3:16])[NH:14][N:15]=[C:5]3[C:4]=2[CH:3]=1.[C:17]([O:21][C:22]([N:24]1[CH2:29][CH2:28][CH2:27][CH2:26][CH:25]1[CH2:30][CH2:31]Br)=[O:23])([CH3:20])([CH3:19])[CH3:18].[H-].[Na+].[OH2:35]. The catalyst is CN(C=O)C. The product is [C:17]([O:21][C:22]([N:24]1[CH2:29][CH2:28][CH2:27][CH2:26][CH:25]1[CH2:30][CH2:31][N:8]1[C:9]2[CH:10]=[CH:11][C:2]([Cl:1])=[CH:3][C:4]=2[C:5]2=[N:15][N:14]([CH:10]3[CH2:11][CH2:2][CH2:3][CH2:4][O:35]3)[C:13]([CH3:16])=[C:6]2[C:7]1=[O:12])=[O:23])([CH3:20])([CH3:19])[CH3:18]. The yield is 0.270. (3) The reactants are Br[C:2]1[CH:16]=[CH:15][C:5]([C:6]([CH3:14])([CH3:13])[C@@H:7]([C:10]([OH:12])=[O:11])[NH:8][CH3:9])=[CH:4][CH:3]=1.[C:17]1(B(O)O)[CH:22]=[CH:21][CH:20]=[CH:19][CH:18]=1.C(=O)([O-])[O-].[Na+].[Na+]. The catalyst is COCCOC.O. The product is [C:17]1([C:2]2[CH:16]=[CH:15][C:5]([C:6]([CH3:14])([CH3:13])[C@@H:7]([C:10]([OH:12])=[O:11])[NH:8][CH3:9])=[CH:4][CH:3]=2)[CH:22]=[CH:21][CH:20]=[CH:19][CH:18]=1. The yield is 0.140. (4) The reactants are [Li+].CC([N-]C(C)C)C.[CH2:9]([O:11][C:12](=[O:21])[CH:13]([C:15]1[CH:20]=[CH:19][CH:18]=[CH:17][CH:16]=1)[CH3:14])[CH3:10].Br[CH2:23][CH2:24][CH2:25][CH2:26][CH2:27][Br:28].[NH4+].[Cl-]. The yield is 0.570. The product is [CH2:9]([O:11][C:12](=[O:21])[C:13]([CH3:14])([C:15]1[CH:20]=[CH:19][CH:18]=[CH:17][CH:16]=1)[CH2:23][CH2:24][CH2:25][CH2:26][CH2:27][Br:28])[CH3:10]. The catalyst is C1COCC1.CN1C(=O)N(C)CCC1. (5) The reactants are [CH3:1][O:2][C:3](=[O:28])[CH2:4][CH2:5][N:6]1[CH:10]=[C:9]([C:11]2[CH:16]=[CH:15][N:14]=[CH:13][CH:12]=2)[C:8]([C:17]2[CH:22]=[CH:21][C:20]([F:23])=[CH:19][CH:18]=2)=[C:7]1[C:24](OC)=[O:25].C1(C)C=CC=CC=1.C[O-].[Na+]. The catalyst is [NH4+].[Cl-].C(OCC)(=O)C. The product is [CH3:1][O:2][C:3]([CH:4]1[CH2:5][N:6]2[C:7](=[C:8]([C:17]3[CH:22]=[CH:21][C:20]([F:23])=[CH:19][CH:18]=3)[C:9]([C:11]3[CH:16]=[CH:15][N:14]=[CH:13][CH:12]=3)=[CH:10]2)[C:24]1=[O:25])=[O:28]. The yield is 0.520.